Task: Predict the product of the given reaction.. Dataset: Forward reaction prediction with 1.9M reactions from USPTO patents (1976-2016) (1) Given the reactants C([O:4][CH2:5][CH:6]=[CH:7][CH2:8][O:9]C(=O)C)(=O)C.[OH-:13].[Na+].[C:15]1([CH3:25])[CH:20]=[CH:19][C:18]([S:21](Cl)(=[O:23])=[O:22])=[CH:17][CH:16]=1, predict the reaction product. The product is: [C:15]1([CH3:25])[CH:20]=[CH:19][C:18]([S:21]([O:9][CH2:8]/[CH:7]=[CH:6]/[CH2:5][O:4][S:21]([C:18]2[CH:19]=[CH:20][C:15]([CH3:25])=[CH:16][CH:17]=2)(=[O:22])=[O:13])(=[O:23])=[O:22])=[CH:17][CH:16]=1. (2) Given the reactants [N-:1](C#N)[C:2]#[N:3].[Cl:6][C:7]1[CH:8]=[C:9]([CH:11]=[CH:12][C:13]=1[Cl:14])[NH2:10].Cl, predict the reaction product. The product is: [ClH:6].[Cl:6][C:7]1[CH:8]=[C:9]([NH:10][C:2]([NH2:3])=[NH:1])[CH:11]=[CH:12][C:13]=1[Cl:14]. (3) Given the reactants [NH2:1][CH2:2][CH2:3][CH2:4][N:5]1[CH2:10][CH2:9][N:8]([CH2:11][CH2:12][CH2:13][NH2:14])[CH2:7][CH2:6]1.[N:15]1[CH:20]=[CH:19][CH:18]=[C:17]([CH:21]=O)[CH:16]=1.[BH4-].[Na+].O, predict the reaction product. The product is: [N:15]1[CH:20]=[CH:19][CH:18]=[C:17]([CH2:21][NH:14][CH2:13][CH2:12][CH2:11][N:8]2[CH2:7][CH2:6][N:5]([CH2:4][CH2:3][CH2:2][NH:1][CH2:21][C:17]3[CH:16]=[N:15][CH:20]=[CH:19][CH:18]=3)[CH2:10][CH2:9]2)[CH:16]=1. (4) Given the reactants Br[C:2]1[CH:7]=[C:6]([F:8])[C:5]([C:9]2[N:13]([CH3:14])[N:12]=[C:11]([CH3:15])[C:10]=2[C:16]([C:18]2[CH:23]=[CH:22][C:21]([F:24])=[CH:20][C:19]=2[Cl:25])=[O:17])=[C:4]([F:26])[CH:3]=1.[NH:27]1[CH:31]=[CH:30][CH:29]=[N:28]1.C(=O)([O-])[O-].[K+].[K+].CN(C)[C@@H]1CCCC[C@H]1N, predict the reaction product. The product is: [Cl:25][C:19]1[CH:20]=[C:21]([F:24])[CH:22]=[CH:23][C:18]=1[C:16]([C:10]1[C:11]([CH3:15])=[N:12][N:13]([CH3:14])[C:9]=1[C:5]1[C:6]([F:8])=[CH:7][C:2]([N:27]2[CH:31]=[CH:30][CH:29]=[N:28]2)=[CH:3][C:4]=1[F:26])=[O:17]. (5) Given the reactants [NH2:1][C:2]1[C:9]([O:10][CH3:11])=[CH:8][CH:7]=[CH:6][C:3]=1[C:4]#[N:5].[S].[CH2:13](N)[CH2:14][NH2:15], predict the reaction product. The product is: [NH:5]1[CH2:13][CH2:14][N:15]=[C:4]1[C:3]1[CH:6]=[CH:7][CH:8]=[C:9]([O:10][CH3:11])[C:2]=1[NH2:1]. (6) Given the reactants [CH3:1][O:2][C:3]1[CH:12]=[C:11]2[C:6]([C:7](=O)[CH2:8][C@H:9]([C:13]([OH:15])=[O:14])[CH2:10]2)=[CH:5][CH:4]=1.S(=O)(=O)(O)O, predict the reaction product. The product is: [CH3:1][O:2][C:3]1[CH:12]=[C:11]2[C:6]([CH2:7][CH2:8][C@H:9]([C:13]([OH:15])=[O:14])[CH2:10]2)=[CH:5][CH:4]=1. (7) Given the reactants [CH2:1]([C:3]1([CH2:25][CH3:26])[C:7](=[O:8])[O:6][CH:5]([CH2:9][CH2:10][N:11]2[CH2:16][CH2:15][N:14]([C:17]3[CH:24]=[CH:23][CH:22]=[CH:21][C:18]=3C#N)[CH2:13][CH2:12]2)[CH2:4]1)[CH3:2].C1(N2CCNCC2)CCCCC1.N1(C2C=CC=CC=2C#N)CCNCC1, predict the reaction product. The product is: [CH:17]1([N:14]2[CH2:15][CH2:16][N:11]([CH2:10][CH2:9][CH:5]3[O:6][C:7](=[O:8])[C:3]([CH2:25][CH3:26])([CH2:1][CH3:2])[CH2:4]3)[CH2:12][CH2:13]2)[CH2:18][CH2:21][CH2:22][CH2:23][CH2:24]1. (8) Given the reactants [N:8]1(C([N:8]2[CH:12]=[CH:11][N:10]=[CH:9]2)=N)[CH:12]=[CH:11][N:10]=[CH:9]1.N[C:14]1[CH:19]=[CH:18]C=C[C:15]=1[OH:20], predict the reaction product. The product is: [O:20]1[C:15]2[CH:14]=[CH:19][CH:18]=[CH:12][C:11]=2[N:10]=[C:9]1[NH2:8]. (9) Given the reactants [NH2:1][C:2]1[CH:3]=[C:4]2[C:9](=[CH:10][CH:11]=1)[C:8](=[O:12])[NH:7][CH:6]=[CH:5]2.[Cl:13]N1C(=O)CCC1=O, predict the reaction product. The product is: [NH2:1][C:2]1[C:3]([Cl:13])=[C:4]2[C:9](=[CH:10][CH:11]=1)[C:8](=[O:12])[NH:7][CH:6]=[CH:5]2.